Dataset: Reaction yield outcomes from USPTO patents with 853,638 reactions. Task: Predict the reaction yield, written as a fraction of the theoretical maximum amount of product (1.0 means a 100% yield; for example, 0.34 means a 34% yield). The reactants are [Br:1][CH2:2][C:3]1[CH:8]=[CH:7][C:6]([CH2:9][C:10]([OH:12])=[O:11])=[CH:5][CH:4]=1.Cl[Si](C)(C)[CH3:15]. The catalyst is CO. The product is [Br:1][CH2:2][C:3]1[CH:4]=[CH:5][C:6]([CH2:9][C:10]([O:12][CH3:15])=[O:11])=[CH:7][CH:8]=1. The yield is 1.00.